From a dataset of Forward reaction prediction with 1.9M reactions from USPTO patents (1976-2016). Predict the product of the given reaction. Given the reactants [O:1]1[C:6]2[CH:7]=[CH:8][C:9]([C:11]3([OH:18])[CH2:16][CH2:15][C:14](=O)[CH2:13][CH2:12]3)=[CH:10][C:5]=2[O:4][CH2:3][CH2:2]1.[NH:19]1[CH2:22][CH:21]([NH:23][C:24]([CH2:26][NH:27][C:28](=[O:39])[C:29]2[CH:34]=[CH:33][CH:32]=[C:31]([C:35]([F:38])([F:37])[F:36])[CH:30]=2)=[O:25])[CH2:20]1, predict the reaction product. The product is: [O:1]1[C:6]2[CH:7]=[CH:8][C:9]([C:11]3([OH:18])[CH2:16][CH2:15][CH:14]([N:19]4[CH2:22][CH:21]([NH:23][C:24]([CH2:26][NH:27][C:28](=[O:39])[C:29]5[CH:34]=[CH:33][CH:32]=[C:31]([C:35]([F:38])([F:36])[F:37])[CH:30]=5)=[O:25])[CH2:20]4)[CH2:13][CH2:12]3)=[CH:10][C:5]=2[O:4][CH2:3][CH2:2]1.